The task is: Predict the product of the given reaction.. This data is from Forward reaction prediction with 1.9M reactions from USPTO patents (1976-2016). (1) Given the reactants [CH2:1]([NH:8][CH2:9][CH2:10][NH:11][C:12]1[N:13]=[N:14][C:15]([C:20]2[CH:25]=[CH:24][C:23]([F:26])=[CH:22][CH:21]=2)=[C:16]([CH3:19])[C:17]=1[CH3:18])[C:2]1[CH:7]=[CH:6][CH:5]=[CH:4][CH:3]=1.[Cl:27][C@H:28]([CH3:32])[C:29](O)=[O:30].C(N(CC)CC)C.C1C=CC2N(O)N=NC=2C=1.Cl.CN(C)CCCN=C=NCC, predict the reaction product. The product is: [CH2:1]([N:8]([CH2:9][CH2:10][NH:11][C:12]1[N:13]=[N:14][C:15]([C:20]2[CH:21]=[CH:22][C:23]([F:26])=[CH:24][CH:25]=2)=[C:16]([CH3:19])[C:17]=1[CH3:18])[C:29](=[O:30])[C@H:28]([Cl:27])[CH3:32])[C:2]1[CH:3]=[CH:4][CH:5]=[CH:6][CH:7]=1. (2) Given the reactants [O-]P([O-])([O-])=O.[K+].[K+].[K+].[CH2:9]([NH:13][C:14]([NH2:16])=[O:15])[CH2:10][CH2:11][CH3:12].I[C:18]1[CH:19]=[C:20]([O:24][CH3:25])[CH:21]=[CH:22][CH:23]=1.CNCCNC, predict the reaction product. The product is: [CH2:9]([NH:13][C:14]([NH:16][C:18]1[CH:23]=[CH:22][CH:21]=[C:20]([O:24][CH3:25])[CH:19]=1)=[O:15])[CH2:10][CH2:11][CH3:12].